From a dataset of Forward reaction prediction with 1.9M reactions from USPTO patents (1976-2016). Predict the product of the given reaction. Given the reactants [CH3:1][S:2][C:3]1[N:4]=[CH:5][C:6]2[CH2:12][NH:11][CH2:10][CH2:9][C:7]=2[N:8]=1.Br[C:14]1[CH:15]=[C:16]([CH:29]=[CH:30][N:31]=1)[C:17]([NH:19][C:20]1[CH:25]=[CH:24][C:23]([CH:26]([CH3:28])[CH3:27])=[CH:22][CH:21]=1)=[O:18], predict the reaction product. The product is: [CH:26]([C:23]1[CH:22]=[CH:21][C:20]([NH:19][C:17](=[O:18])[C:16]2[CH:15]=[CH:14][N:31]=[C:30]([N:11]3[CH2:10][CH2:9][C:7]4[N:8]=[C:3]([S:2][CH3:1])[N:4]=[CH:5][C:6]=4[CH2:12]3)[CH:29]=2)=[CH:25][CH:24]=1)([CH3:28])[CH3:27].